From a dataset of Catalyst prediction with 721,799 reactions and 888 catalyst types from USPTO. Predict which catalyst facilitates the given reaction. Reactant: [Br:1][C:2]1[CH:10]=[CH:9][CH:8]=[C:7]2[C:3]=1[C:4]([C:21]1[C:22](O)=[CH:23][C:24]3[O:28][CH2:27][CH2:26][C:25]=3[CH:29]=1)([CH2:19][OH:20])[C:5](=[O:18])[N:6]2[CH2:11][C:12]1[CH:17]=[CH:16][CH:15]=[CH:14][N:13]=1.C1(P(C2C=CC=CC=2)C2C=CC=CC=2)C=CC=CC=1.N(C(OC(C)C)=O)=NC(OC(C)C)=O. Product: [Br:1][C:2]1[CH:10]=[CH:9][CH:8]=[C:7]2[C:3]=1[C:4]1([CH2:19][O:20][C:22]3[CH:23]=[C:24]4[C:25](=[CH:29][C:21]1=3)[CH2:26][CH2:27][O:28]4)[C:5](=[O:18])[N:6]2[CH2:11][C:12]1[CH:17]=[CH:16][CH:15]=[CH:14][N:13]=1. The catalyst class is: 12.